This data is from Reaction yield outcomes from USPTO patents with 853,638 reactions. The task is: Predict the reaction yield, written as a fraction of the theoretical maximum amount of product (1.0 means a 100% yield; for example, 0.34 means a 34% yield). (1) The reactants are [CH3:1][O:2][C:3]1[CH:10]=[CH:9][C:6]([CH:7]=O)=[CH:5][CH:4]=1.[NH2:11][C:12]1[CH:16]=[CH:15][O:14][N:13]=1.O.C(O)(=O)C.C1([SiH3])C=CC=CC=1. The catalyst is CO. The product is [CH3:1][O:2][C:3]1[CH:10]=[CH:9][C:6]([CH2:7][NH:11][C:12]2[CH:16]=[CH:15][O:14][N:13]=2)=[CH:5][CH:4]=1. The yield is 0.742. (2) The reactants are FC(F)(F)C(O)=O.[NH2:8][CH2:9][CH2:10][NH:11][C:12](=[O:17])[C:13]([F:16])([F:15])[F:14].CCN(C(C)C)C(C)C.[N:27]([CH:30]([O:42][CH2:43][CH2:44][O:45][CH2:46][C:47]([O:49][CH2:50][CH3:51])=[O:48])[CH2:31][O:32][C:33]1[CH:34]=[C:35]([CH:39]=[CH:40][CH:41]=1)[C:36](O)=[O:37])=[N+:28]=[N-:29].C1CN([P+](ON2N=NC3C=CC=CC2=3)(N2CCCC2)N2CCCC2)CC1.F[P-](F)(F)(F)(F)F. The catalyst is CN(C=O)C.C(OCC)(=O)C. The product is [CH2:50]([O:49][C:47](=[O:48])[CH2:46][O:45][CH2:44][CH2:43][O:42][CH:30]([N:27]=[N+:28]=[N-:29])[CH2:31][O:32][C:33]1[CH:41]=[CH:40][CH:39]=[C:35]([C:36](=[O:37])[NH:8][CH2:9][CH2:10][NH:11][C:12](=[O:17])[C:13]([F:16])([F:15])[F:14])[CH:34]=1)[CH3:51]. The yield is 0.880. (3) The yield is 0.890. The product is [CH:1]1([NH:7][C:11]([C:13]2[C:14](=[O:23])[NH:15][C:16]3[C:20]([C:21]=2[OH:22])=[CH:19][S:18][CH:17]=3)=[O:10])[CH2:6][CH2:5][CH2:4][CH2:3][CH2:2]1. The catalyst is C1(C)C=CC=CC=1. The reactants are [CH:1]1([NH2:7])[CH2:6][CH2:5][CH2:4][CH2:3][CH2:2]1.C([O:10][C:11]([C:13]1[C:14](=[O:23])[NH:15][C:16]2[C:20]([C:21]=1[OH:22])=[CH:19][S:18][CH:17]=2)=O)C. (4) The reactants are [H-].[Na+].[Br:3][C:4]1[C:12]2[C:7](=[N:8][CH:9]=[C:10]([Cl:13])[CH:11]=2)[NH:6][CH:5]=1.[S:14](Cl)([C:17]1[CH:23]=[CH:22][C:20]([CH3:21])=[CH:19][CH:18]=1)(=[O:16])=[O:15].O. The catalyst is CN(C)C=O. The product is [Br:3][C:4]1[C:12]2[C:7](=[N:8][CH:9]=[C:10]([Cl:13])[CH:11]=2)[N:6]([S:14]([C:17]2[CH:23]=[CH:22][C:20]([CH3:21])=[CH:19][CH:18]=2)(=[O:16])=[O:15])[CH:5]=1. The yield is 0.850. (5) The product is [CH2:4]1[C:5]2[CH:23]=[CH:22][N:21]=[CH:24][C:26]=2[CH2:2][N:3]1[C:2]1[N:7]=[C:6]([NH:8][C:9]2[CH:10]=[C:11]3[C:15](=[CH:16][CH:17]=2)[NH:14][N:13]=[CH:12]3)[CH:5]=[CH:4][N:3]=1. The catalyst is CN(C=O)C.O. The yield is 0.100. The reactants are Cl[C:2]1[N:7]=[C:6]([NH:8][C:9]2[CH:10]=[C:11]3[C:15](=[CH:16][CH:17]=2)[NH:14][N:13]=[CH:12]3)[CH:5]=[CH:4][N:3]=1.C([N:21]([CH:24]([CH3:26])C)[CH2:22][CH3:23])(C)C. (6) The reactants are [CH2:1]([O:3][C:4]1[CH:5]=[C:6]([C@H:12]([NH2:18])[CH2:13][S:14]([CH3:17])(=[O:16])=[O:15])[CH:7]=[CH:8][C:9]=1[O:10][CH3:11])[CH3:2].C[O:20][C:21](=O)[C:22]1[C:27]([NH:28][C:29]([CH:31]2[CH2:33][CH2:32]2)=[O:30])=[CH:26][CH:25]=[C:24]([Br:34])[C:23]=1[CH2:35]Br.C(N(CC)CC)C. The catalyst is CN(C=O)C. The product is [Br:34][C:24]1[CH:25]=[CH:26][C:27]([NH:28][C:29]([CH:31]2[CH2:32][CH2:33]2)=[O:30])=[C:22]2[C:23]=1[CH2:35][N:18]([C@@H:12]([C:6]1[CH:7]=[CH:8][C:9]([O:10][CH3:11])=[C:4]([O:3][CH2:1][CH3:2])[CH:5]=1)[CH2:13][S:14]([CH3:17])(=[O:16])=[O:15])[C:21]2=[O:20]. The yield is 0.740.